Dataset: Full USPTO retrosynthesis dataset with 1.9M reactions from patents (1976-2016). Task: Predict the reactants needed to synthesize the given product. (1) Given the product [Cl:1][C:2]1[CH:3]=[CH:4][C:5]([CH2:6][N:7]2[CH:11]=[CH:10][N:9]=[C:8]2[C:12]([OH:14])=[O:13])=[CH:17][CH:18]=1, predict the reactants needed to synthesize it. The reactants are: [Cl:1][C:2]1[CH:18]=[CH:17][C:5]([CH2:6][N:7]2[CH:11]=[CH:10][N:9]=[C:8]2[C:12]([O:14]CC)=[O:13])=[CH:4][CH:3]=1.[OH-].[Na+].O.Cl. (2) Given the product [NH2:7][C:8]1[O:9][CH2:10][C:11]([F:37])([F:36])[C@:12]([C:15]2[N:16]=[C:17]([NH:22][C:23]([C:25]3[C:30]([Cl:31])=[CH:29][C:28]([C:32]([F:35])([F:33])[F:34])=[CH:27][N:26]=3)=[O:24])[CH:18]=[CH:19][C:20]=2[F:21])([CH3:14])[N:13]=1, predict the reactants needed to synthesize it. The reactants are: C(OC(=O)[NH:7][C:8]1[O:9][CH2:10][C:11]([F:37])([F:36])[C@:12]([C:15]2[C:20]([F:21])=[CH:19][CH:18]=[C:17]([NH:22][C:23]([C:25]3[C:30]([Cl:31])=[CH:29][C:28]([C:32]([F:35])([F:34])[F:33])=[CH:27][N:26]=3)=[O:24])[N:16]=2)([CH3:14])[N:13]=1)(C)(C)C.C(O)(C(F)(F)F)=O.C([O-])([O-])=O.[Na+].[Na+].